Task: Predict the product of the given reaction.. Dataset: Forward reaction prediction with 1.9M reactions from USPTO patents (1976-2016) (1) Given the reactants C(C=P([C:18]1[CH:23]=[CH:22][CH:21]=[CH:20]C=1)([C:22]1[CH:23]=[CH:18]C=[CH:20][CH:21]=1)[C:22]1[CH:23]=[CH:18]C=[CH:20][CH:21]=1)(=O)C.[F:24][C:25]([F:30])([F:29])C(C)=O.C([O:33]CC)C, predict the reaction product. The product is: [F:24][C:25]([F:30])([F:29])/[C:21](/[CH3:20])=[CH:22]\[C:23](=[O:33])[CH3:18]. (2) Given the reactants Br[C:2]1[CH:3]=[CH:4][C:5]([O:10][C:11]([F:14])([F:13])[F:12])=[C:6]([CH:9]=1)[CH:7]=[O:8].[Cl:15][C:16]1[CH:21]=[C:20]([Cl:22])[CH:19]=[CH:18][C:17]=1B(O)O, predict the reaction product. The product is: [Cl:15][C:16]1[CH:21]=[C:20]([Cl:22])[CH:19]=[CH:18][C:17]=1[C:2]1[CH:3]=[CH:4][C:5]([O:10][C:11]([F:14])([F:13])[F:12])=[C:6]([CH:7]=[O:8])[CH:9]=1. (3) Given the reactants [C:1]([C:5]1[CH:6]=[C:7]([NH2:25])[N:8]([C:10]2[CH:15]=[CH:14][CH:13]=[C:12]([O:16][CH2:17][CH2:18][N:19]3[CH2:24][CH2:23][O:22][CH2:21][CH2:20]3)[CH:11]=2)[N:9]=1)([CH3:4])([CH3:3])[CH3:2].C(N(C(C)C)CC)(C)C.[Cl:35][C:36]([Cl:43])([Cl:42])[CH2:37][O:38][C:39](Cl)=[O:40], predict the reaction product. The product is: [Cl:35][C:36]([Cl:43])([Cl:42])[CH2:37][O:38][C:39](=[O:40])[NH:25][C:7]1[N:8]([C:10]2[CH:15]=[CH:14][CH:13]=[C:12]([O:16][CH2:17][CH2:18][N:19]3[CH2:24][CH2:23][O:22][CH2:21][CH2:20]3)[CH:11]=2)[N:9]=[C:5]([C:1]([CH3:4])([CH3:2])[CH3:3])[CH:6]=1.